Dataset: Forward reaction prediction with 1.9M reactions from USPTO patents (1976-2016). Task: Predict the product of the given reaction. (1) Given the reactants C([O:8][C:9]1[CH:14]=[CH:13][C:12]([C:15]2[N:19]([CH3:20])[N:18]=[CH:17][CH:16]=2)=[CH:11][CH:10]=1)C1C=CC=CC=1.[H][H], predict the reaction product. The product is: [CH3:20][N:19]1[C:15]([C:12]2[CH:13]=[CH:14][C:9]([OH:8])=[CH:10][CH:11]=2)=[CH:16][CH:17]=[N:18]1. (2) Given the reactants Br[C:2]1[CH:7]=[CH:6][C:5]([CH3:8])=[CH:4][C:3]=1[F:9].[C:10]([Cu])#[N:11].N.C(OCC)C, predict the reaction product. The product is: [F:9][C:3]1[CH:4]=[C:5]([CH3:8])[CH:6]=[CH:7][C:2]=1[C:10]#[N:11]. (3) Given the reactants [Cl:1][C:2]1[C:7]([C:8]([NH:10][C:11]2[CH:34]=[CH:33][C:14]3[CH2:15][CH2:16][C:17]4[C:18]([C:30]([NH2:32])=[O:31])=[N:19][N:20]([C:22]5[CH:27]=[CH:26][C:25]([C:28]#[CH:29])=[CH:24][CH:23]=5)[C:21]=4[C:13]=3[CH:12]=2)=[O:9])=[CH:6][CH:5]=[CH:4][N:3]=1, predict the reaction product. The product is: [Cl:1][C:2]1[C:7]([C:8]([NH:10][C:11]2[CH:34]=[CH:33][C:14]3[CH2:15][CH2:16][C:17]4[C:18]([C:30]([NH2:32])=[O:31])=[N:19][N:20]([C:22]5[CH:27]=[CH:26][C:25]([CH:28]=[CH2:29])=[CH:24][CH:23]=5)[C:21]=4[C:13]=3[CH:12]=2)=[O:9])=[CH:6][CH:5]=[CH:4][N:3]=1. (4) Given the reactants [NH2:1][C:2]1[N:10]=[C:9]([F:11])[N:8]=[C:7]2[C:3]=1[N:4]=[C:5]([CH2:20][C:21]1[C:29]([I:30])=[CH:28][C:24]3[O:25][CH2:26][O:27][C:23]=3[CH:22]=1)[N:6]2[CH2:12][CH2:13][CH2:14][CH2:15][CH2:16][CH2:17][CH2:18][OH:19].[S:31](Cl)(=[O:34])(=[O:33])[NH2:32].C([O-])([O-])=O.[Ca+2], predict the reaction product. The product is: [NH2:1][C:2]1[N:10]=[C:9]([F:11])[N:8]=[C:7]2[C:3]=1[N:4]=[C:5]([CH2:20][C:21]1[C:29]([I:30])=[CH:28][C:24]3[O:25][CH2:26][O:27][C:23]=3[CH:22]=1)[N:6]2[CH2:12][CH2:13][CH2:14][CH2:15][CH2:16][CH2:17][CH2:18][O:19][S:31](=[O:34])(=[O:33])[NH2:32]. (5) Given the reactants [Br-].[C:2]([CH2:4][P+](C1C=CC=CC=1)(C1C=CC=CC=1)C1C=CC=CC=1)#[N:3].[OH-].[Na+].[F:26][C:27]([F:44])([F:43])[C:28]1[CH:29]=[C:30]([CH:40]=[CH:41][CH:42]=1)[O:31][C:32]1[CH:39]=[CH:38][C:35]([CH:36]=O)=[CH:34][CH:33]=1, predict the reaction product. The product is: [F:26][C:27]([F:44])([F:43])[C:28]1[CH:29]=[C:30]([CH:40]=[CH:41][CH:42]=1)[O:31][C:32]1[CH:39]=[CH:38][C:35]([CH:36]=[CH:4][C:2]#[N:3])=[CH:34][CH:33]=1. (6) Given the reactants [F:1][C:2]1[CH:20]=[CH:19][C:5]([CH2:6][NH:7][C:8]([C:10]2[CH:15]=[C:14]([CH:16]=O)[N:13]=[C:12]([CH3:18])[N:11]=2)=[O:9])=[CH:4][C:3]=1[O:21][CH3:22].[NH2:23][OH:24].Cl.C([O-])(=O)C.[Na+], predict the reaction product. The product is: [F:1][C:2]1[CH:20]=[CH:19][C:5]([CH2:6][NH:7][C:8]([C:10]2[CH:15]=[C:14]([CH:16]=[N:23][OH:24])[N:13]=[C:12]([CH3:18])[N:11]=2)=[O:9])=[CH:4][C:3]=1[O:21][CH3:22]. (7) Given the reactants [Cl:1][C:2]1[CH:7]=[CH:6][C:5]([C:8]2[N:12]([C:13]3[CH:18]=[CH:17][C:16]([Cl:19])=[CH:15][C:14]=3[Cl:20])[N:11]=[C:10]([C:21]([O:23][CH2:24][CH3:25])=[O:22])[CH:9]=2)=[CH:4][CH:3]=1.[Cl:26]Cl, predict the reaction product. The product is: [Cl:26][C:9]1[C:10]([C:21]([O:23][CH2:24][CH3:25])=[O:22])=[N:11][N:12]([C:13]2[CH:18]=[CH:17][C:16]([Cl:19])=[CH:15][C:14]=2[Cl:20])[C:8]=1[C:5]1[CH:4]=[CH:3][C:2]([Cl:1])=[CH:7][CH:6]=1. (8) The product is: [F:17][C:13]1[CH:12]=[C:11]([CH:9]([O:8][C:4]2[CH:5]=[N:6][CH:7]=[C:2]([N:18]3[CH2:23][CH2:22][NH:21][CH2:20][CH2:19]3)[N:3]=2)[CH3:10])[CH:16]=[CH:15][CH:14]=1. Given the reactants Cl[C:2]1[CH:7]=[N:6][CH:5]=[C:4]([O:8][CH:9]([C:11]2[CH:16]=[CH:15][CH:14]=[C:13]([F:17])[CH:12]=2)[CH3:10])[N:3]=1.[NH:18]1[CH2:23][CH2:22][NH:21][CH2:20][CH2:19]1.C([O-])([O-])=O.[K+].[K+].C(OCC)(=O)C, predict the reaction product.